This data is from Forward reaction prediction with 1.9M reactions from USPTO patents (1976-2016). The task is: Predict the product of the given reaction. Given the reactants C(OC([N:8]([CH2:34][C:35]1[CH:44]=[CH:43][C:38]2[O:39][CH2:40][CH2:41][O:42][C:37]=2[CH:36]=1)[CH:9]1[CH2:14][CH2:13][N:12]([CH2:15][CH2:16][N:17]2[C:26]3[C:21](=[CH:22][CH:23]=[C:24]([O:27][CH3:28])[CH:25]=3)[CH:20]=[C:19]([C:29]([O:31][CH3:32])=[O:30])[C:18]2=[O:33])[CH2:11][CH2:10]1)=O)(C)(C)C.FC(F)(F)C(O)=O, predict the reaction product. The product is: [O:39]1[C:38]2[CH:43]=[CH:44][C:35]([CH2:34][NH:8][CH:9]3[CH2:10][CH2:11][N:12]([CH2:15][CH2:16][N:17]4[C:26]5[C:21](=[CH:22][CH:23]=[C:24]([O:27][CH3:28])[CH:25]=5)[CH:20]=[C:19]([C:29]([O:31][CH3:32])=[O:30])[C:18]4=[O:33])[CH2:13][CH2:14]3)=[CH:36][C:37]=2[O:42][CH2:41][CH2:40]1.